This data is from Peptide-MHC class II binding affinity with 134,281 pairs from IEDB. The task is: Regression. Given a peptide amino acid sequence and an MHC pseudo amino acid sequence, predict their binding affinity value. This is MHC class II binding data. (1) The peptide sequence is TVSTFIDLNITMLED. The MHC is DRB1_0701 with pseudo-sequence DRB1_0701. The binding affinity (normalized) is 0.407. (2) The peptide sequence is AAESSSKAALTSKLD. The MHC is DRB1_1201 with pseudo-sequence DRB1_1201. The binding affinity (normalized) is 0.412. (3) The peptide sequence is IEVNPPFGDSYIIVG. The MHC is DRB1_0701 with pseudo-sequence DRB1_0701. The binding affinity (normalized) is 0.0430. (4) The peptide sequence is EKKYFAATQFGPLAA. The MHC is HLA-DPA10103-DPB10401 with pseudo-sequence HLA-DPA10103-DPB10401. The binding affinity (normalized) is 1.00. (5) The peptide sequence is IIFSKNLNIKLNMPL. The MHC is HLA-DPA10201-DPB10101 with pseudo-sequence HLA-DPA10201-DPB10101. The binding affinity (normalized) is 0.351. (6) The peptide sequence is CDKFLANVSTVLTGK. The MHC is DRB1_0401 with pseudo-sequence DRB1_0401. The binding affinity (normalized) is 0.580.